This data is from Reaction yield outcomes from USPTO patents with 853,638 reactions. The task is: Predict the reaction yield, written as a fraction of the theoretical maximum amount of product (1.0 means a 100% yield; for example, 0.34 means a 34% yield). (1) The reactants are [CH2:1]([O:3][C:4]([C:6]1[C:11]([Cl:12])=[CH:10][C:9](=[O:13])[N:8]([CH3:14])[CH:7]=1)=[O:5])[CH3:2].C1C(=O)N([Cl:22])C(=O)C1. The catalyst is CN(C=O)C.CCOC(C)=O. The product is [CH2:1]([O:3][C:4]([C:6]1[C:11]([Cl:12])=[C:10]([Cl:22])[C:9](=[O:13])[N:8]([CH3:14])[CH:7]=1)=[O:5])[CH3:2]. The yield is 0.950. (2) The reactants are [CH3:1][NH:2][C:3](=[O:14])[C:4]1[CH:9]=[CH:8][C:7]([N+:10]([O-])=O)=[CH:6][C:5]=1[F:13]. The catalyst is C(OCC)(=O)C.C(O)(=O)C.[Fe]. The product is [CH3:1][NH:2][C:3](=[O:14])[C:4]1[CH:9]=[CH:8][C:7]([NH2:10])=[CH:6][C:5]=1[F:13]. The yield is 0.940. (3) The reactants are [CH2:1]([NH:8][C:9]1[CH:13]=[C:12]([C:14]2[CH:19]=[CH:18][N:17]=[CH:16][CH:15]=2)[S:11][C:10]=1[C:20]([NH2:22])=[O:21])[C:2]1[CH:7]=[CH:6][CH:5]=[CH:4][CH:3]=1.[CH3:23][C:24]([CH3:26])=O.O.C1(C)C=CC(S(O)(=O)=O)=CC=1.C(=O)([O-])O.[Na+]. The catalyst is C(O)(=O)C. The product is [CH2:1]([N:8]1[C:9]2[CH:13]=[C:12]([C:14]3[CH:19]=[CH:18][N:17]=[CH:16][CH:15]=3)[S:11][C:10]=2[C:20](=[O:21])[NH:22][C:24]1([CH3:26])[CH3:23])[C:2]1[CH:7]=[CH:6][CH:5]=[CH:4][CH:3]=1. The yield is 0.600. (4) The yield is 0.755. The catalyst is O. The product is [O:14]=[C:8]([C:5]1[CH:6]=[CH:7][C:2]([S:21][C:15]2[CH:20]=[CH:19][CH:18]=[CH:17][CH:16]=2)=[CH:3][CH:4]=1)[CH2:9][CH2:10][C:11]([OH:13])=[O:12]. The reactants are F[C:2]1[CH:7]=[CH:6][C:5]([C:8](=[O:14])[CH2:9][CH2:10][C:11]([OH:13])=[O:12])=[CH:4][CH:3]=1.[C:15]1([SH:21])[CH:20]=[CH:19][CH:18]=[CH:17][CH:16]=1.C(=O)([O-])[O-].[K+].[K+].CS(C)=O.